Dataset: Forward reaction prediction with 1.9M reactions from USPTO patents (1976-2016). Task: Predict the product of the given reaction. Given the reactants [C:1]([O:5][C:6](=[O:34])[N:7]([CH3:33])[C@H:8]([C:10](=[O:32])[NH:11][C@H:12]1[CH2:18][N:17]([C:19](=[O:26])[CH2:20][CH2:21][CH2:22][C:23](=[O:25])[CH3:24])[C:16]2[CH:27]=[CH:28][CH:29]=[CH:30][C:15]=2[NH:14][C:13]1=[O:31])[CH3:9])([CH3:4])([CH3:3])[CH3:2].[Br:35][C:36]1[CH:37]=[C:38]2[C:43](=[CH:44][CH:45]=1)[C:42]([CH2:46]Cl)=[C:41]([O:48][CH3:49])[CH:40]=[CH:39]2.C([O-])([O-])=O.[Cs+].[Cs+].[Na+].[I-], predict the reaction product. The product is: [C:1]([O:5][C:6](=[O:34])[N:7]([C@H:8]([C:10](=[O:32])[NH:11][C@@H:12]1[C:13](=[O:31])[N:14]([CH2:46][C:42]2[C:43]3[C:38](=[CH:37][C:36]([Br:35])=[CH:45][CH:44]=3)[CH:39]=[CH:40][C:41]=2[O:48][CH3:49])[C:15]2[CH:30]=[CH:29][CH:28]=[CH:27][C:16]=2[N:17]([C:19](=[O:26])[CH2:20][CH2:21][CH2:22][C:23](=[O:25])[CH3:24])[CH2:18]1)[CH3:9])[CH3:33])([CH3:2])([CH3:3])[CH3:4].